Dataset: Reaction yield outcomes from USPTO patents with 853,638 reactions. Task: Predict the reaction yield, written as a fraction of the theoretical maximum amount of product (1.0 means a 100% yield; for example, 0.34 means a 34% yield). The reactants are [Cl-].O[NH3+:3].[C:4](=[O:7])([O-])[OH:5].[Na+].CS(C)=O.[O:13]1[C:17]2[CH:18]=[CH:19][C:20]([O:22][C:23]3[C:28](=[O:29])[N:27]([CH2:30][C:31]4[CH:36]=[CH:35][C:34]([C:37]5[C:38]([C:43]#[N:44])=[CH:39][CH:40]=[CH:41][CH:42]=5)=[CH:33][CH:32]=4)[C:26]([CH2:45][CH2:46][CH3:47])=[N:25][C:24]=3[CH2:48][CH3:49])=[CH:21][C:16]=2[O:15][CH2:14]1. The catalyst is C(OCC)(=O)C. The product is [O:13]1[C:17]2[CH:18]=[CH:19][C:20]([O:22][C:23]3[C:28](=[O:29])[N:27]([CH2:30][C:31]4[CH:36]=[CH:35][C:34]([C:37]5[CH:42]=[CH:41][CH:40]=[CH:39][C:38]=5[C:43]5[NH:3][C:4](=[O:7])[O:5][N:44]=5)=[CH:33][CH:32]=4)[C:26]([CH2:45][CH2:46][CH3:47])=[N:25][C:24]=3[CH2:48][CH3:49])=[CH:21][C:16]=2[O:15][CH2:14]1. The yield is 0.530.